Task: Predict the reaction yield, written as a fraction of the theoretical maximum amount of product (1.0 means a 100% yield; for example, 0.34 means a 34% yield).. Dataset: Reaction yield outcomes from USPTO patents with 853,638 reactions (1) The reactants are N1CCCCC1.[OH:7][C:8]1[CH:9]=[C:10]([CH:13]=[CH:14][C:15]=1[O:16][CH3:17])[CH:11]=O.C([CH2:21][C:22]([NH:24][C:25]1[CH:33]=[CH:32][CH:31]=[CH:30][C:26]=1[C:27]([OH:29])=[O:28])=[O:23])(O)=O. The catalyst is C1(C)C=CC=CC=1. The product is [OH:7][C:8]1[CH:9]=[C:10](/[CH:11]=[CH:21]/[C:22]([NH:24][C:25]2[CH:33]=[CH:32][CH:31]=[CH:30][C:26]=2[C:27]([OH:29])=[O:28])=[O:23])[CH:13]=[CH:14][C:15]=1[O:16][CH3:17]. The yield is 0.760. (2) The reactants are [Cl:1][C:2]1[CH:3]=[C:4]([CH:22]=[CH:23][C:24]=1[Cl:25])[CH2:5][C:6]1[NH:7][C:8](=[O:21])[C:9]2[C:14]([CH3:15])=[C:13]([C:16]([O:18][CH2:19][CH3:20])=[O:17])[S:12][C:10]=2[N:11]=1.[C:26](=O)([O-])[O-].[K+].[K+].CI. The catalyst is C(#N)C. The product is [Cl:1][C:2]1[CH:3]=[C:4]([CH:22]=[CH:23][C:24]=1[Cl:25])[CH2:5][C:6]1[N:7]([CH3:26])[C:8](=[O:21])[C:9]2[C:14]([CH3:15])=[C:13]([C:16]([O:18][CH2:19][CH3:20])=[O:17])[S:12][C:10]=2[N:11]=1. The yield is 0.580. (3) The reactants are Cl.[NH2:2][C:3]1[CH:4]=[C:5]([CH:9]=[C:10]([Cl:13])[C:11]=1[NH2:12])[C:6]([O-:8])=[O:7].[C:14](CC(=O)C)(=O)[CH3:15].[CH2:21](O)C. No catalyst specified. The product is [Cl:13][C:10]1[C:11]2[NH:12][C:14]([CH3:15])=[N:2][C:3]=2[CH:4]=[C:5]([C:6]([O:8][CH3:21])=[O:7])[CH:9]=1. The yield is 0.590. (4) The reactants are [C:1]([O:5][C:6]1[CH:11]=[CH:10][C:9]([CH2:12][C@H:13]([NH:36]C(=O)OCC2C3C=CC=CC=3C3C2=CC=CC=3)[C:14]([N:16]([CH2:28][CH:29]([O:33][CH2:34][CH3:35])[O:30][CH2:31][CH3:32])[CH2:17][C:18]2[CH:19]=[CH:20][CH:21]=[C:22]3[C:27]=2[N:26]=[CH:25][CH:24]=[CH:23]3)=[O:15])=[CH:8][CH:7]=1)([CH3:4])([CH3:3])[CH3:2].N1CCCCC1. No catalyst specified. The product is [NH2:36][C@@H:13]([CH2:12][C:9]1[CH:10]=[CH:11][C:6]([O:5][C:1]([CH3:3])([CH3:2])[CH3:4])=[CH:7][CH:8]=1)[C:14]([N:16]([CH2:28][CH:29]([O:30][CH2:31][CH3:32])[O:33][CH2:34][CH3:35])[CH2:17][C:18]1[CH:19]=[CH:20][CH:21]=[C:22]2[C:27]=1[N:26]=[CH:25][CH:24]=[CH:23]2)=[O:15]. The yield is 1.00.